This data is from NCI-60 drug combinations with 297,098 pairs across 59 cell lines. The task is: Regression. Given two drug SMILES strings and cell line genomic features, predict the synergy score measuring deviation from expected non-interaction effect. (1) Drug 1: C1=CC(=CC=C1CCC2=CNC3=C2C(=O)NC(=N3)N)C(=O)NC(CCC(=O)O)C(=O)O. Drug 2: COCCOC1=C(C=C2C(=C1)C(=NC=N2)NC3=CC=CC(=C3)C#C)OCCOC.Cl. Cell line: OVCAR-5. Synergy scores: CSS=27.7, Synergy_ZIP=-4.03, Synergy_Bliss=2.01, Synergy_Loewe=0.444, Synergy_HSA=5.69. (2) Drug 1: C1CCC(C1)C(CC#N)N2C=C(C=N2)C3=C4C=CNC4=NC=N3. Drug 2: C1=CC(=CC=C1CC(C(=O)O)N)N(CCCl)CCCl.Cl. Cell line: OVCAR-4. Synergy scores: CSS=-10.6, Synergy_ZIP=1.57, Synergy_Bliss=-7.64, Synergy_Loewe=-10.6, Synergy_HSA=-11.4.